Predict the reactants needed to synthesize the given product. From a dataset of Full USPTO retrosynthesis dataset with 1.9M reactions from patents (1976-2016). (1) Given the product [C:25]([CH2:24][O:23][C:17]1[CH:18]=[CH:19][C:20]([Cl:22])=[CH:21][C:16]=1[CH2:15][C:9]1[CH:10]=[C:11]([Cl:14])[CH:12]=[CH:13][C:8]=1[O:7][CH2:6][CH2:5][CH2:4][C:3]([OH:35])=[O:2])([OH:27])=[O:26], predict the reactants needed to synthesize it. The reactants are: C[O:2][C:3](=[O:35])[CH2:4][CH2:5][CH2:6][O:7][C:8]1[CH:13]=[CH:12][C:11]([Cl:14])=[CH:10][C:9]=1[CH2:15][C:16]1[CH:21]=[C:20]([Cl:22])[CH:19]=[CH:18][C:17]=1[O:23][CH2:24][C:25]([O:27]CC1C=CC=CC=1)=[O:26].[OH-].[Na+]. (2) Given the product [N:1]([CH2:4][CH2:5][CH2:6][C:7]1([C:31]2[CH:36]=[CH:35][CH:34]=[CH:33][CH:32]=2)[N:11]([C:12](=[S:13])[NH2:14])[N:10]=[C:9]([C:23]2[CH:28]=[C:27]([F:29])[CH:26]=[CH:25][C:24]=2[F:30])[S:8]1)=[N+:2]=[N-:3], predict the reactants needed to synthesize it. The reactants are: [N:1]([CH2:4][CH2:5][CH2:6][C:7]1([C:31]2[CH:36]=[CH:35][CH:34]=[CH:33][CH:32]=2)[N:11]([C:12]([NH:14]C(=O)C2C=CC=CC=2)=[S:13])[N:10]=[C:9]([C:23]2[CH:28]=[C:27]([F:29])[CH:26]=[CH:25][C:24]=2[F:30])[S:8]1)=[N+:2]=[N-:3].NN. (3) Given the product [ClH:1].[I:2][C:3]1[CH:13]=[C:12]([OH:14])[C:11]([O:18][CH3:19])=[CH:10][C:4]=1[CH2:5][NH2:6], predict the reactants needed to synthesize it. The reactants are: [ClH:1].[I:2][C:3]1[CH:13]=[C:12]([O:14]C(=O)C)[C:11]([O:18][CH3:19])=[CH:10][C:4]=1[CH2:5][NH:6]C(=O)C. (4) Given the product [Br:27][C:25]1[CH:24]=[CH:23][C:20]2[C:21]3[N:22]=[C:13]([C:11]4[N:4]([CH:1]([CH3:3])[CH3:2])[N:5]=[C:6]([CH2:7][O:8][CH3:9])[N:36]=4)[S:14][C:15]=3[CH2:16][CH2:17][O:18][C:19]=2[CH:26]=1, predict the reactants needed to synthesize it. The reactants are: [CH:1]([N:4]([C:11]([C:13]1[S:14][C:15]2[CH2:16][CH2:17][O:18][C:19]3[CH:26]=[C:25]([Br:27])[CH:24]=[CH:23][C:20]=3[C:21]=2[N:22]=1)=O)[NH:5][C:6](=O)[CH2:7][O:8][CH3:9])([CH3:3])[CH3:2].C(O)(=O)C.C([O-])(=O)C.[NH4+:36]. (5) Given the product [Cl:13][C:14]1[CH:15]=[C:16]([CH:19]=[CH:20][C:21]=1[Cl:22])[CH:17]=[C:7]1[C:6](=[O:9])[C:5]2[CH:10]=[CH:11][C:2]([OH:1])=[C:3]([OH:12])[C:4]=2[O:8]1, predict the reactants needed to synthesize it. The reactants are: [OH:1][C:2]1[CH:11]=[CH:10][C:5]2[C:6](=[O:9])[CH2:7][O:8][C:4]=2[C:3]=1[OH:12].[Cl:13][C:14]1[CH:15]=[C:16]([CH:19]=[CH:20][C:21]=1[Cl:22])[CH:17]=O. (6) Given the product [C:25]([O:29][C:30]([N:32]1[CH2:37][CH2:36][CH2:35][CH:34]([S:43][C:44]2[CH:45]=[C:46]3[C:51](=[CH:52][CH:53]=2)[C:50]([NH:54][C:55](=[O:62])[C:56]2[CH:61]=[CH:60][CH:59]=[CH:58][CH:57]=2)=[N:49][CH:48]=[CH:47]3)[CH2:33]1)=[O:31])([CH3:26])([CH3:27])[CH3:28], predict the reactants needed to synthesize it. The reactants are: C(=O)([O-])[O-].[K+].N1CCCC(SC2C=C3C(=CC=2)C(N)=NC=C3)C1.[K+].[C:25]([O:29][C:30]([N:32]1[CH2:37][CH2:36][CH2:35][CH:34](OS(C)(=O)=O)[CH2:33]1)=[O:31])([CH3:28])([CH3:27])[CH3:26].[SH:43][C:44]1[CH:45]=[C:46]2[C:51](=[CH:52][CH:53]=1)[C:50]([NH:54][C:55](=[O:62])[C:56]1[CH:61]=[CH:60][CH:59]=[CH:58][CH:57]=1)=[N:49][CH:48]=[CH:47]2.